This data is from Reaction yield outcomes from USPTO patents with 853,638 reactions. The task is: Predict the reaction yield, written as a fraction of the theoretical maximum amount of product (1.0 means a 100% yield; for example, 0.34 means a 34% yield). (1) The reactants are [Br:1][C:2]1[CH:7]=[CH:6][C:5]([CH:8]2[C:16]3[C:11](=[CH:12][CH:13]=[CH:14][CH:15]=3)[N:10]([CH:17]([C:24]3[CH:29]=[CH:28][CH:27]=[CH:26][CH:25]=3)[C:18]3[CH:23]=[CH:22][CH:21]=[CH:20][CH:19]=3)[C:9]2=[O:30])=[C:4]([OH:31])[CH:3]=1.[C:32](=O)([O-])[O-].[Cs+].[Cs+].ClCI. The catalyst is O1CCCC1. The product is [Br:1][C:2]1[CH:7]=[CH:6][C:5]2[C:8]3([CH2:32][O:31][C:4]=2[CH:3]=1)[C:16]1[C:11](=[CH:12][CH:13]=[CH:14][CH:15]=1)[N:10]([CH:17]([C:24]1[CH:25]=[CH:26][CH:27]=[CH:28][CH:29]=1)[C:18]1[CH:23]=[CH:22][CH:21]=[CH:20][CH:19]=1)[C:9]3=[O:30]. The yield is 0.670. (2) The reactants are Cl[C:2]1[CH:11]=[CH:10][C:9]2[C:4](=[CH:5][CH:6]=[CH:7][CH:8]=2)[N:3]=1.N#N.[CH2:14]([Sn](CCCC)(CCCC)C=C)[CH2:15]CC. The catalyst is C1(C)C=CC=CC=1.C1C=CC([P]([Pd]([P](C2C=CC=CC=2)(C2C=CC=CC=2)C2C=CC=CC=2)([P](C2C=CC=CC=2)(C2C=CC=CC=2)C2C=CC=CC=2)[P](C2C=CC=CC=2)(C2C=CC=CC=2)C2C=CC=CC=2)(C2C=CC=CC=2)C2C=CC=CC=2)=CC=1. The product is [CH:14]([C:2]1[CH:11]=[CH:10][C:9]2[C:4](=[CH:5][CH:6]=[CH:7][CH:8]=2)[N:3]=1)=[CH2:15]. The yield is 0.740. (3) The reactants are [OH-].[Li+].C[O:4][C:5](=[O:15])[C:6]1[CH2:7][N:8]([CH2:13][CH3:14])[C:9]([OH:12])=[CH:10][CH:11]=1. The catalyst is O1CCOCC1.O. The product is [CH2:13]([N:8]1[C:9]([OH:12])=[CH:10][CH:11]=[C:6]([C:5]([OH:15])=[O:4])[CH2:7]1)[CH3:14]. The yield is 0.992. (4) The reactants are [N+:1]([C:4]1[CH:5]=[C:6]([CH:14]=[CH:15][C:16]=1[N+:17]([O-])=O)[CH2:7][N:8]1[CH2:13][CH2:12][O:11][CH2:10][CH2:9]1)([O-])=O. The catalyst is C(O)C. The product is [N:8]1([CH2:7][C:6]2[CH:5]=[C:4]([NH2:1])[C:16]([NH2:17])=[CH:15][CH:14]=2)[CH2:13][CH2:12][O:11][CH2:10][CH2:9]1. The yield is 0.970. (5) The reactants are [O:1]1[CH:5]=[CH:4][C:3]([C:6]2[C:15]3[C:16](=[O:19])[O:17][CH2:18][C:14]=3[C:13]([OH:20])=[C:12]3[C:7]=2[CH:8]=[C:9]([O:23][CH3:24])[C:10]([O:21][CH3:22])=[CH:11]3)=[CH:2]1.IC.[C:27](=O)([O-])[O-].[K+].[K+].[Cl-].[NH4+]. The catalyst is CN(C)C=O. The product is [O:1]1[CH:5]=[CH:4][C:3]([C:6]2[C:15]3[C:16](=[O:19])[O:17][CH2:18][C:14]=3[C:13]([O:20][CH3:27])=[C:12]3[C:7]=2[CH:8]=[C:9]([O:23][CH3:24])[C:10]([O:21][CH3:22])=[CH:11]3)=[CH:2]1. The yield is 0.780. (6) The reactants are I[C:2]1[C:10]2[CH:9]=[N:8][CH:7]=[N:6][C:5]=2[N:4]([Si:11]([CH:18]([CH3:20])[CH3:19])([CH:15]([CH3:17])[CH3:16])[CH:12]([CH3:14])[CH3:13])[CH:3]=1.C([Mg]Cl)(C)C.[C:26]([O:30][C:31](=[O:49])[N:32]([CH2:41][C:42]1[CH:47]=[CH:46][C:45]([Cl:48])=[CH:44][CH:43]=1)[C:33]1[CH:38]=[CH:37][C:36]([CH:39]=[O:40])=[CH:35][N:34]=1)([CH3:29])([CH3:28])[CH3:27].C(=O)(O)[O-].[Na+]. The catalyst is O1CCCC1. The product is [C:26]([O:30][C:31](=[O:49])[N:32]([CH2:41][C:42]1[CH:43]=[CH:44][C:45]([Cl:48])=[CH:46][CH:47]=1)[C:33]1[CH:38]=[CH:37][C:36]([CH:39]([OH:40])[C:2]2[C:10]3[CH:9]=[N:8][CH:7]=[N:6][C:5]=3[N:4]([Si:11]([CH:18]([CH3:20])[CH3:19])([CH:15]([CH3:17])[CH3:16])[CH:12]([CH3:14])[CH3:13])[CH:3]=2)=[CH:35][N:34]=1)([CH3:29])([CH3:27])[CH3:28]. The yield is 0.520. (7) The reactants are CN(C)C=O.[F:6][C:7]([F:17])([F:16])[C:8]([N:10]=[C:11]1[NH:15][CH2:14][CH2:13][S:12]1)=[O:9].[Cl:18][C:19]1[CH:24]=[CH:23][C:22]([CH2:25]Cl)=[CH:21][N:20]=1.C(=O)([O-])[O-].[K+].[K+]. The catalyst is O1CCCC1. The product is [Cl:18][C:19]1[N:20]=[CH:21][C:22]([CH2:25][N:15]2[CH2:14][CH2:13][S:12][C:11]2=[N:10][C:8](=[O:9])[C:7]([F:6])([F:16])[F:17])=[CH:23][CH:24]=1. The yield is 0.870. (8) The reactants are Br[C:2]1[CH:7]=[CH:6][C:5]([C:8]2[C:14]3[CH:15]=[CH:16][CH:17]=[CH:18][C:13]=3[CH2:12][CH2:11][CH2:10][CH:9]=2)=[CH:4][CH:3]=1.[C:19]([O:23][CH3:24])(=[O:22])[CH:20]=[CH2:21].C(N(CC)CC)C. The catalyst is CN(C=O)C.Cl[Pd](Cl)([P](C1C=CC=CC=1)(C1C=CC=CC=1)C1C=CC=CC=1)[P](C1C=CC=CC=1)(C1C=CC=CC=1)C1C=CC=CC=1. The product is [CH3:24][O:23][C:19](=[O:22])[CH:20]=[CH:21][C:2]1[CH:7]=[CH:6][C:5]([C:8]2[C:14]3[CH:15]=[CH:16][CH:17]=[CH:18][C:13]=3[CH2:12][CH2:11][CH2:10][CH:9]=2)=[CH:4][CH:3]=1. The yield is 0.900. (9) The product is [Cl:1][C:2]1[CH:7]=[CH:6][C:5]([C:8]2([Br:90])[C:20]3[CH:19]=[C:18]([O:21][CH2:22][CH:23]4[CH2:28][CH:27]([O:29][CH2:30][CH2:31][CH2:32][CH2:33][CH2:34][CH2:35][CH2:36][CH2:37][CH2:38][CH2:39][CH2:40][CH2:41][CH2:42][CH2:43][CH2:44][CH2:45][CH2:46][CH3:47])[CH:26]([O:48][CH2:49][CH2:50][CH2:51][CH2:52][CH2:53][CH2:54][CH2:55][CH2:56][CH2:57][CH2:58][CH2:59][CH2:60][CH2:61][CH2:62][CH2:63][CH2:64][CH2:65][CH3:66])[CH:25]([O:67][CH2:68][CH2:69][CH2:70][CH2:71][CH2:72][CH2:73][CH2:74][CH2:75][CH2:76][CH2:77][CH2:78][CH2:79][CH2:80][CH2:81][CH2:82][CH2:83][CH2:84][CH3:85])[CH2:24]4)[CH:17]=[CH:16][C:15]=3[C:14]3[C:9]2=[CH:10][CH:11]=[CH:12][CH:13]=3)=[CH:4][CH:3]=1. The yield is 0.980. The catalyst is C(Cl)(Cl)Cl. The reactants are [Cl:1][C:2]1[CH:7]=[CH:6][C:5]([C:8]2(O)[C:20]3[CH:19]=[C:18]([O:21][CH2:22][CH:23]4[CH2:28][CH:27]([O:29][CH2:30][CH2:31][CH2:32][CH2:33][CH2:34][CH2:35][CH2:36][CH2:37][CH2:38][CH2:39][CH2:40][CH2:41][CH2:42][CH2:43][CH2:44][CH2:45][CH2:46][CH3:47])[CH:26]([O:48][CH2:49][CH2:50][CH2:51][CH2:52][CH2:53][CH2:54][CH2:55][CH2:56][CH2:57][CH2:58][CH2:59][CH2:60][CH2:61][CH2:62][CH2:63][CH2:64][CH2:65][CH3:66])[CH:25]([O:67][CH2:68][CH2:69][CH2:70][CH2:71][CH2:72][CH2:73][CH2:74][CH2:75][CH2:76][CH2:77][CH2:78][CH2:79][CH2:80][CH2:81][CH2:82][CH2:83][CH2:84][CH3:85])[CH2:24]4)[CH:17]=[CH:16][C:15]=3[C:14]3[C:9]2=[CH:10][CH:11]=[CH:12][CH:13]=3)=[CH:4][CH:3]=1.C([Br:90])(=O)C. (10) The reactants are [CH3:1][O:2][C:3]1[CH:8]=[CH:7][C:6]([N:9]2[C:13]([C:14]3[CH:19]=[CH:18][C:17]([CH3:20])=[CH:16][CH:15]=3)=[CH:12][C:11]([CH2:21][CH:22]([C:26]3[C:34]4[C:29](=[CH:30][CH:31]=[CH:32][CH:33]=4)[N:28](COCC[Si](C)(C)C)[CH:27]=3)[C:23]([OH:25])=[O:24])=[N:10]2)=[CH:5][CH:4]=1.CCCC[N+](CCCC)(CCCC)CCCC.[F-]. The catalyst is C1COCC1.CCOC(C)=O. The product is [NH:28]1[C:29]2[C:34](=[CH:33][CH:32]=[CH:31][CH:30]=2)[C:26]([CH:22]([CH2:21][C:11]2[CH:12]=[C:13]([C:14]3[CH:19]=[CH:18][C:17]([CH3:20])=[CH:16][CH:15]=3)[N:9]([C:6]3[CH:5]=[CH:4][C:3]([O:2][CH3:1])=[CH:8][CH:7]=3)[N:10]=2)[C:23]([OH:25])=[O:24])=[CH:27]1. The yield is 0.850.